This data is from Full USPTO retrosynthesis dataset with 1.9M reactions from patents (1976-2016). The task is: Predict the reactants needed to synthesize the given product. (1) The reactants are: [CH3:1][O:2][C:3]1[CH:25]=[C:24]([C:26]([F:29])([F:28])[F:27])[CH:23]=[C:22]([S:30][CH3:31])[C:4]=1[C:5]([NH:7][C:8]1([C:16]2[CH:21]=[CH:20][CH:19]=[CH:18][CH:17]=2)[CH2:13][C:12](=[O:14])[CH2:11][N:10]([CH3:15])[CH2:9]1)=[O:6].[BH4-].[Na+]. Given the product [OH:14][CH:12]1[CH2:11][N:10]([CH3:15])[CH2:9][C:8]([NH:7][C:5](=[O:6])[C:4]2[C:22]([S:30][CH3:31])=[CH:23][C:24]([C:26]([F:27])([F:28])[F:29])=[CH:25][C:3]=2[O:2][CH3:1])([C:16]2[CH:21]=[CH:20][CH:19]=[CH:18][CH:17]=2)[CH2:13]1, predict the reactants needed to synthesize it. (2) Given the product [ClH:33].[ClH:41].[ClH:33].[NH2:32][C:29]1[S:30][CH:31]=[C:27]([CH2:26][N:24]([CH3:25])[C:21]2[NH:20][C:19]([Cl:33])=[N:18][C:17](=[N:9][NH2:8])[C:22]=2[F:23])[N:28]=1, predict the reactants needed to synthesize it. The reactants are: CC(OC([N:8](C(OC(C)(C)C)=O)[N:9]([C:17]1[C:22]([F:23])=[C:21]([N:24]([CH2:26][C:27]2[N:28]=[C:29]([NH2:32])[S:30][CH:31]=2)[CH3:25])[N:20]=[C:19]([Cl:33])[N:18]=1)C(OC(C)(C)C)=O)=O)(C)C.[ClH:41].